This data is from Full USPTO retrosynthesis dataset with 1.9M reactions from patents (1976-2016). The task is: Predict the reactants needed to synthesize the given product. (1) Given the product [OH:21][C:12]1[C:11]([C:22]([F:23])([F:24])[F:25])=[C:10]([CH:15]=[CH:14][C:13]=1[C:16](=[O:20])[CH:17]([CH3:19])[CH3:18])[O:9][CH2:8][C:7]1[CH:6]=[CH:5][C:4]([CH2:3][NH:2][C:34]([C:32]2[N:31]=[CH:30][N:29]([CH3:28])[CH:33]=2)=[O:35])=[CH:27][CH:26]=1, predict the reactants needed to synthesize it. The reactants are: Cl.[NH2:2][CH2:3][C:4]1[CH:27]=[CH:26][C:7]([CH2:8][O:9][C:10]2[CH:15]=[CH:14][C:13]([C:16](=[O:20])[CH:17]([CH3:19])[CH3:18])=[C:12]([OH:21])[C:11]=2[C:22]([F:25])([F:24])[F:23])=[CH:6][CH:5]=1.[CH3:28][N:29]1[CH:33]=[C:32]([C:34](O)=[O:35])[N:31]=[CH:30]1.O.ON1C2C=CC=CC=2N=N1.C(N(C(C)C)CC)(C)C.Cl.CN(C)CCCN=C=NCC. (2) Given the product [CH3:9][C@@H:6]1[CH2:5][NH:4][C@H:3]([CH2:2][O:1][C:20]2[CH:25]=[CH:24][C:23]([C:26]([F:29])([F:28])[F:27])=[CH:22][N:21]=2)[CH2:8][CH2:7]1, predict the reactants needed to synthesize it. The reactants are: [OH:1][CH2:2][C@@H:3]1[CH2:8][CH2:7][C@H:6]([CH3:9])[CH2:5][N:4]1C(OC(C)(C)C)=O.[H-].[Na+].Cl[C:20]1[CH:25]=[CH:24][C:23]([C:26]([F:29])([F:28])[F:27])=[CH:22][N:21]=1.C([O-])(O)=O.[Na+].C(O)(C(F)(F)F)=O. (3) Given the product [O:14]1[CH2:15][CH2:16][CH2:17][CH2:18][CH:13]1[N:4]1[C:5]2[C:10](=[CH:9][C:8]([C:11]#[N:12])=[CH:7][CH:6]=2)[C:2]([C:35]#[C:34][C:28]2[CH:33]=[CH:32][CH:31]=[CH:30][CH:29]=2)=[N:3]1, predict the reactants needed to synthesize it. The reactants are: Br[C:2]1[C:10]2[C:5](=[CH:6][CH:7]=[C:8]([C:11]#[N:12])[CH:9]=2)[N:4]([CH:13]2[CH2:18][CH2:17][CH2:16][CH2:15][O:14]2)[N:3]=1.C(N(C(C)C)CC)(C)C.[C:28]1([C:34]#[CH:35])[CH:33]=[CH:32][CH:31]=[CH:30][CH:29]=1. (4) Given the product [NH:24]1[C:23]([C:20]2[CH:21]=[C:22]3[C:17](=[CH:18][CH:19]=2)[NH:16][N:15]=[C:14]3[C:10]2[CH:9]=[C:8]([C:6]([NH:5][C:1]([CH3:4])([CH3:3])[CH3:2])=[O:7])[CH:13]=[CH:12][CH:11]=2)=[N:27][CH:26]=[N:25]1, predict the reactants needed to synthesize it. The reactants are: [C:1]([NH:5][C:6]([C:8]1[CH:13]=[CH:12][CH:11]=[C:10]([C:14]2[C:22]3[C:17](=[CH:18][CH:19]=[C:20]([C:23]4[N:27]=[CH:26][N:25](C(C5C=CC=CC=5)(C5C=CC=CC=5)C5C=CC=CC=5)[N:24]=4)[CH:21]=3)[N:16](C3CCCCO3)[N:15]=2)[CH:9]=1)=[O:7])([CH3:4])([CH3:3])[CH3:2].Cl.C(=O)(O)[O-].[Na+]. (5) Given the product [O:46]1[C:50]2[CH:51]=[CH:52][C:53]([CH2:55][N:56]3[CH2:57][CH2:58][N:59]([C:18]([C:13]4[CH:12]=[C:11]5[C:16]([CH:17]=[C:9]([C:3]6[C:4]7[S:8][CH:7]=[CH:6][C:5]=7[NH:1][N:2]=6)[NH:10]5)=[CH:15][CH:14]=4)=[O:20])[CH2:60][CH2:61]3)=[CH:54][C:49]=2[O:48][CH2:47]1, predict the reactants needed to synthesize it. The reactants are: [NH:1]1[C:5]2[CH:6]=[CH:7][S:8][C:4]=2[C:3]([C:9]2[NH:10][C:11]3[C:16]([CH:17]=2)=[CH:15][CH:14]=[C:13]([C:18]([OH:20])=O)[CH:12]=3)=[N:2]1.C1CCC(N=C=NC2CCCCC2)CC1.C1C=CC2N(O)N=NC=2C=1.[O:46]1[C:50]2[CH:51]=[CH:52][C:53]([CH2:55][N:56]3[CH2:61][CH2:60][NH:59][CH2:58][CH2:57]3)=[CH:54][C:49]=2[O:48][CH2:47]1.C(O)C(N)(CO)CO. (6) Given the product [OH:51][C:52]1[CH:53]=[N:29][C:28]([N:3]2[C:4](=[O:11])[CH2:35][C:34]([CH3:38])([CH3:37])[CH2:33][C:2]2=[O:1])=[N:27][CH:26]=1, predict the reactants needed to synthesize it. The reactants are: [OH:1][C:2]1C=CC(C(O)=O)=[CH:4][N:3]=1.[OH:11]N1C2N=CC=CC=2N=N1.Cl.CN(C)CC[CH2:26][N:27]=[C:28]=[N:29]CC.[CH3:33][C:34]([CH3:38])([CH3:37])[CH2:35]N.C(N(CC)C(C)C)(C)C.C([O:51][CH2:52][CH3:53])(=O)C. (7) Given the product [CH2:23]([NH:22][C:19]1[N:20]=[CH:21][C:10]2[C:9](=[O:25])[N:8]([C:6]3[CH:7]=[C:2]([C:31]4[O:32][CH:33]=[CH:34][CH:35]=4)[CH:3]=[N:4][CH:5]=3)[CH2:17][C@H:16]3[N:12]([CH2:13][CH2:14][CH2:15]3)[C:11]=2[N:18]=1)[CH3:24], predict the reactants needed to synthesize it. The reactants are: Br[C:2]1[CH:3]=[N:4][CH:5]=[C:6]([N:8]2[CH2:17][C@H:16]3[N:12]([CH2:13][CH2:14][CH2:15]3)[C:11]3[N:18]=[C:19]([NH:22][CH2:23][CH3:24])[N:20]=[CH:21][C:10]=3[C:9]2=[O:25])[CH:7]=1.C([Sn](CCCC)(CCCC)[C:31]1[O:32][CH:33]=[CH:34][CH:35]=1)CCC.[F-].[NH4+].